The task is: Predict the reactants needed to synthesize the given product.. This data is from Full USPTO retrosynthesis dataset with 1.9M reactions from patents (1976-2016). (1) Given the product [CH3:1][C:2]1[CH:3]=[CH:4][C:5]([C:8]2[C:17]([C:18]3[CH:23]=[CH:22][C:21]([CH3:24])=[CH:20][CH:19]=3)=[N:16][C:15]3[C:10](=[CH:11][CH:12]=[CH:13][C:14]=3[NH:25][C:26]3[CH:27]=[CH:28][C:29]([NH2:32])=[CH:30][CH:31]=3)[N:9]=2)=[CH:6][CH:7]=1, predict the reactants needed to synthesize it. The reactants are: [CH3:1][C:2]1[CH:7]=[CH:6][C:5]([C:8]2[C:17]([C:18]3[CH:23]=[CH:22][C:21]([CH3:24])=[CH:20][CH:19]=3)=[N:16][C:15]3[C:10](=[CH:11][CH:12]=[CH:13][C:14]=3[NH:25][C:26]3[CH:31]=[CH:30][C:29]([N+:32]([O-])=O)=[CH:28][CH:27]=3)[N:9]=2)=[CH:4][CH:3]=1. (2) Given the product [C:2]([C:7]1[O:11][C:10]([CH2:12][N:13]2[N:17]=[C:16]([NH:18][C:31]([C:29]3[N:30]=[C:26]([CH2:19][C:20]4[CH:25]=[CH:24][CH:23]=[CH:22][CH:21]=4)[O:27][C:28]=3[C:34]3[CH:39]=[CH:38][CH:37]=[CH:36][CH:35]=3)=[O:32])[CH:15]=[N:14]2)=[CH:9][CH:8]=1)(=[O:6])[CH3:1], predict the reactants needed to synthesize it. The reactants are: [CH3:1][C:2]1([C:7]2[O:11][C:10]([CH2:12][N:13]3[N:17]=[C:16]([NH2:18])[CH:15]=[N:14]3)=[CH:9][CH:8]=2)[O:6]CCO1.[CH2:19]([C:26]1[O:27][C:28]([C:34]2[CH:39]=[CH:38][CH:37]=[CH:36][CH:35]=2)=[C:29]([C:31](O)=[O:32])[N:30]=1)[C:20]1[CH:25]=[CH:24][CH:23]=[CH:22][CH:21]=1. (3) Given the product [Cl:1][C:2]1[N:7]=[CH:6][C:5]([N:8]2[CH2:12][CH2:11][C@@H:10]3[CH2:13][NH:14][CH2:15][C@H:9]23)=[CH:4][CH:3]=1, predict the reactants needed to synthesize it. The reactants are: [Cl:1][C:2]1[N:7]=[CH:6][C:5]([N:8]2[CH2:12][CH2:11][C@@H:10]3[CH2:13][N:14](C(OC(C)(C)C)=O)[CH2:15][C@H:9]23)=[CH:4][CH:3]=1.FC(F)(F)C(O)=O.